The task is: Predict the product of the given reaction.. This data is from Forward reaction prediction with 1.9M reactions from USPTO patents (1976-2016). (1) Given the reactants Br[C:2]1[CH:7]=[CH:6][C:5]([OH:8])=[CH:4][CH:3]=1.[CH3:9][NH:10][CH2:11][CH2:12][C:13]1[CH:18]=[CH:17][CH:16]=[CH:15][CH:14]=1.[Li+].C[Si]([N-][Si](C)(C)C)(C)C, predict the reaction product. The product is: [CH3:9][N:10]([CH2:11][CH2:12][C:13]1[CH:18]=[CH:17][CH:16]=[CH:15][CH:14]=1)[C:2]1[CH:7]=[CH:6][C:5]([OH:8])=[CH:4][CH:3]=1. (2) Given the reactants [F:1][C:2]([F:26])([F:25])[O:3][C:4]1[CH:9]=[CH:8][C:7]([CH:10]2[CH2:15][NH:14][CH2:13][CH:12]([NH:16][C:17](=[O:24])[C:18]3[CH:23]=[CH:22][CH:21]=[CH:20][CH:19]=3)[CH2:11]2)=[CH:6][CH:5]=1.[CH3:27][N:28]1[CH2:33][CH2:32][N:31]([C:34](Cl)=[O:35])[CH2:30][CH2:29]1.C(N(CC)CC)C.O, predict the reaction product. The product is: [CH3:27][N:28]1[CH2:33][CH2:32][N:31]([C:34]([N:14]2[CH2:15][CH:10]([C:7]3[CH:6]=[CH:5][C:4]([O:3][C:2]([F:1])([F:25])[F:26])=[CH:9][CH:8]=3)[CH2:11][CH:12]([NH:16][C:17]([C:18]3[CH:19]=[CH:20][CH:21]=[CH:22][CH:23]=3)=[O:24])[CH2:13]2)=[O:35])[CH2:30][CH2:29]1. (3) The product is: [I:13][C:14]1[CH:19]=[C:18]([I:20])[CH:17]=[CH:16][C:15]=1[O:21][CH2:8][CH:9]([OH:12])[CH2:10][CH3:11]. Given the reactants [O-]CC.[Ca+2].[O-]CC.[CH2:8]1[O:12][CH:9]1[CH2:10][CH3:11].[I:13][C:14]1[CH:19]=[C:18]([I:20])[CH:17]=[CH:16][C:15]=1[OH:21].Cl, predict the reaction product.